Dataset: Peptide-MHC class I binding affinity with 185,985 pairs from IEDB/IMGT. Task: Regression. Given a peptide amino acid sequence and an MHC pseudo amino acid sequence, predict their binding affinity value. This is MHC class I binding data. The peptide sequence is VPGLPGTVL. The MHC is HLA-A01:01 with pseudo-sequence HLA-A01:01. The binding affinity (normalized) is 0.0847.